Dataset: Reaction yield outcomes from USPTO patents with 853,638 reactions. Task: Predict the reaction yield, written as a fraction of the theoretical maximum amount of product (1.0 means a 100% yield; for example, 0.34 means a 34% yield). (1) The reactants are C([O:8][C:9]1[CH:14]=[CH:13][C:12]([N:15]2[CH:20]=[C:19]([O:21][CH3:22])[C:18](=[O:23])[C:17]([C:24]3[N:28]([C:29]4[CH:34]=[CH:33][CH:32]=[CH:31][CH:30]=4)[N:27]=[CH:26][CH:25]=3)=[N:16]2)=[C:11]([F:35])[CH:10]=1)C1C=CC=CC=1.C1COCC1. The catalyst is [Pd].CO. The product is [F:35][C:11]1[CH:10]=[C:9]([OH:8])[CH:14]=[CH:13][C:12]=1[N:15]1[CH:20]=[C:19]([O:21][CH3:22])[C:18](=[O:23])[C:17]([C:24]2[N:28]([C:29]3[CH:30]=[CH:31][CH:32]=[CH:33][CH:34]=3)[N:27]=[CH:26][CH:25]=2)=[N:16]1. The yield is 0.910. (2) The reactants are [CH2:1]([C:3]1[C:8](=[O:9])[NH:7][C:6]([CH3:10])=[C:5]([C:11]2[S:15][C:14]([S:16](Cl)(=[O:18])=[O:17])=[CH:13][CH:12]=2)[CH:4]=1)[CH3:2].Cl.[C:21]1([C:27]([CH:29]2[CH2:34][CH2:33][NH:32][CH2:31][CH2:30]2)=[O:28])[CH:26]=[CH:25][CH:24]=[CH:23][CH:22]=1. No catalyst specified. The product is [C:27]([CH:29]1[CH2:34][CH2:33][N:32]([S:16]([C:14]2[S:15][C:11]([C:5]3[CH:4]=[C:3]([CH2:1][CH3:2])[C:8](=[O:9])[NH:7][C:6]=3[CH3:10])=[CH:12][CH:13]=2)(=[O:18])=[O:17])[CH2:31][CH2:30]1)(=[O:28])[C:21]1[CH:26]=[CH:25][CH:24]=[CH:23][CH:22]=1. The yield is 0.850. (3) The reactants are C(O[CH:4](OCC)[CH2:5][S:6][C:7]1[CH:12]=[CH:11][CH:10]=[CH:9][C:8]=1[CH3:13])C.O. The catalyst is ClC1C=CC=CC=1. The product is [CH3:13][C:8]1[C:7]2[S:6][CH:5]=[CH:4][C:12]=2[CH:11]=[CH:10][CH:9]=1. The yield is 0.940. (4) The reactants are [Cl:1][C:2]1[CH:8]=[C:7]([CH3:9])[CH:6]=[C:5]([CH3:10])[C:3]=1[NH2:4].C([Li])CCC.[Br:16][CH2:17][CH2:18][CH2:19]Br. The catalyst is O1CCOCC1. The product is [Br:16][CH2:17][CH2:18][CH2:19][NH:4][C:3]1[C:5]([CH3:10])=[CH:6][C:7]([CH3:9])=[CH:8][C:2]=1[Cl:1]. The yield is 0.670. (5) The reactants are C[O:2][C:3]([C:5]1([CH2:10][CH2:11][CH2:12][CH2:13][S:14][CH3:15])[CH2:9][CH2:8][CH2:7][CH2:6]1)=[O:4].[OH-].[Na+]. The catalyst is C1COCC1.CO. The product is [CH3:15][S:14][CH2:13][CH2:12][CH2:11][CH2:10][C:5]1([C:3]([OH:4])=[O:2])[CH2:9][CH2:8][CH2:7][CH2:6]1. The yield is 0.920. (6) The reactants are [Cl:1][C:2]1[CH:7]=[C:6]([C:8]2[CH2:12][C:11]([C:17]3[CH:22]=[C:21]([Cl:23])[C:20]([Cl:24])=[C:19]([Cl:25])[CH:18]=3)([C:13]([F:16])([F:15])[F:14])[O:10][N:9]=2)[CH:5]=[CH:4][C:3]=1[N:26]1[CH2:29][CH:28]([C:30]([OH:32])=O)[CH2:27]1.CCN=C=NCCCN(C)C.Cl.Cl.CCN(C(C)C)C(C)C.Cl.[F:56][C:57]([F:61])([F:60])[CH2:58][NH2:59]. The catalyst is CN(C=O)C. The product is [F:56][C:57]([F:61])([F:60])[CH2:58][NH:59][C:30]([CH:28]1[CH2:29][N:26]([C:3]2[CH:4]=[CH:5][C:6]([C:8]3[CH2:12][C:11]([C:17]4[CH:22]=[C:21]([Cl:23])[C:20]([Cl:24])=[C:19]([Cl:25])[CH:18]=4)([C:13]([F:15])([F:16])[F:14])[O:10][N:9]=3)=[CH:7][C:2]=2[Cl:1])[CH2:27]1)=[O:32]. The yield is 0.410. (7) The yield is 1.00. The reactants are [F:1][CH2:2][CH2:3][OH:4].C(N(CC)C(C)C)(C)C.O(S(C(F)(F)F)(=O)=O)S(C(F)(F)F)(=O)=O.[O:29]=[CH:30][C:31]1[CH:39]=[CH:38][C:36](O)=[C:33]([O:34][CH3:35])[CH:32]=1. The product is [F:1][CH2:2][CH2:3][O:4][C:36]1[CH:38]=[CH:39][C:31]([CH:30]=[O:29])=[CH:32][C:33]=1[O:34][CH3:35]. The catalyst is C(Cl)Cl.C(Cl)Cl.CN(C=O)C. (8) The reactants are [CH2:1]([C:3]1[N:7]([C:8]2[N:16]=[C:15]3[C:11]([N:12]=[C:13]([CH:18]=O)[N:14]3[CH3:17])=[C:10]([N:20]3[CH2:25][CH2:24][O:23][CH2:22][CH2:21]3)[N:9]=2)[C:6]2[CH:26]=[CH:27][CH:28]=[CH:29][C:5]=2[N:4]=1)[CH3:2].[NH:30]1[CH2:33][CH:32]([N:34]2[CH2:38][CH2:37][C:36]([F:40])([F:39])[CH2:35]2)[CH2:31]1.C(O[BH-](OC(=O)C)OC(=O)C)(=O)C.[Na+]. The catalyst is ClCCCl. The product is [F:40][C:36]1([F:39])[CH2:37][CH2:38][N:34]([CH:32]2[CH2:33][N:30]([CH2:18][C:13]3[N:14]([CH3:17])[C:15]4[C:11]([N:12]=3)=[C:10]([N:20]3[CH2:25][CH2:24][O:23][CH2:22][CH2:21]3)[N:9]=[C:8]([N:7]3[C:6]5[CH:26]=[CH:27][CH:28]=[CH:29][C:5]=5[N:4]=[C:3]3[CH2:1][CH3:2])[N:16]=4)[CH2:31]2)[CH2:35]1. The yield is 0.690. (9) The reactants are [Br:1][C:2]1[CH:7]=[C:6]([CH3:8])[CH:5]=[CH:4][C:3]=1[Cl:9].[N+:10]([O-])([OH:12])=[O:11]. The catalyst is OS(O)(=O)=O. The product is [Br:1][C:2]1[CH:7]=[C:6]([CH3:8])[C:5]([N+:10]([O-:12])=[O:11])=[CH:4][C:3]=1[Cl:9]. The yield is 0.830.